Dataset: Drug-target binding data from BindingDB using IC50 measurements. Task: Regression. Given a target protein amino acid sequence and a drug SMILES string, predict the binding affinity score between them. We predict pIC50 (pIC50 = -log10(IC50 in M); higher means more potent). Dataset: bindingdb_ic50. (1) The small molecule is Oc1nc2ccc(Cl)nc2nc1O. The target protein (P00371) has sequence MRVVVIGAGVIGLSTALCIHERYHSVLQPLDVKVYADRFTPFTTTDVAAGLWQPYTSEPSNPQEANWNQQTFNYLLSHIGSPNAANMGLTPVSGYNLFREAVPDPYWKDMVLGFRKLTPRELDMFPDYRYGWFNTSLILEGRKYLQWLTERLTERGVKFFLRKVESFEEVARGGADVIINCTGVWAGVLQPDPLLQPGRGQIIKVDAPWLKNFIITHDLERGIYNSPYIIPGLQAVTLGGTFQVGNWNEINNIQDHNTIWEGCCRLEPTLKDAKIVGEYTGFRPVRPQVRLEREQLRFGSSNTEVIHNYGHGGYGLTIHWGCALEVAKLFGKVLEERNLLTMPPSHL. The pIC50 is 4.7. (2) The compound is CN[C@@H](C)C(=O)N[C@H](C(=O)N1CC(NC(=O)c2ccc(CN(C(=O)[C@@H]3C[Si](C)(C)CN3C(=O)[C@@H](NC(=O)[C@H](C)NC)C(C)(C)C)[C@H](C)c3ccccc3F)cc2)C[C@H]1C(=O)NC1CCCc2ccccc21)C(C)(C)C. The target protein sequence is SGVSSDRNFPNSTNSPRNPAMAEYEARIVTFGTWTSSVNKEQLARAGFYALGEGDKVKCFHCGGGLTDWKPSEDPWEQHAKWYPGCKYLLDEKGQEYINNIHLTHSLEESLGRTAE. The pIC50 is 7.3. (3) The pIC50 is 4.0. The target protein (P00582) has sequence MVQIPQNPLILVDGSSYLYRAYHAFPPLTNSAGEPTGAMYGVLNMLRSLIMQYKPTHAAVVFDAKGKTFRDELFEHYKSHRPPMPDDLRAQIEPLHAMVKAMGLPLLAVSGVEADDVIGTLAREAEKAGRPVLISTGDKDMAQLVTPNITLINTMTNTILGPEEVVNKYGVPPELIIDFLALMGDSSDNIPGVPGVGEKTAQALLQGLGGLDTLYAEPEKIAGLSFRGAKTMAAKLEQNKEVAYLSYQLATIKTDVELELTCEQLEVQQPAAEELLGLFKKYEFKRWTADVEAGKWLQAKGAKPAAKPQETSVADEAPEVTATVISYDNYVTILDEETLKAWIAKLEKAPVFAFDTETDSLDNISANLVGLSFAIEPGVAAYIPVAHDYLDAPDQISRERALELLKPLLEDEKALKVGQNLKYDRGILANYGIELRGIAFDTMLESYILNSVAGRHDMDSLAERWLKHKTITFEEIAGKGKNQLTFNQIALEEAGRYAAE.... The compound is O=C(O)c1nc(-c2ccccc2)[nH]c(=O)c1O. (4) The compound is N#Cc1ccc2[nH]c(C3C(=O)Nc4c3cccc4C(F)(F)F)c(N=O)c2c1. The target protein (O19175) has sequence GEEVAVKLESQKARHPQLLYESKLYKILQGGVGIPHIRWYGQEKDYNVLVMDLLGPSLEDLFNFCSRRFTMKTVLMLADQMISRIEYVHTKNFIHRDIKPDNFLMGIGRHCNKLFLIDFGLAKKY. The pIC50 is 5.0. (5) The target protein (P10632) has sequence MEPFVVLVLCLSFMLLFSLWRQSCRRRKLPPGPTPLPIIGNMLQIDVKDICKSFTNFSKVYGPVFTVYFGMNPIVVFHGYEAVKEALIDNGEEFSGRGNSPISQRITKGLGIISSNGKRWKEIRRFSLTTLRNFGMGKRSIEDRVQEEAHCLVEELRKTKASPCDPTFILGCAPCNVICSVVFQKRFDYKDQNFLTLMKRFNENFRILNSPWIQVCNNFPLLIDCFPGTHNKVLKNVALTRSYIREKVKEHQASLDVNNPRDFIDCFLIKMEQEKDNQKSEFNIENLVGTVADLFVAGTETTSTTLRYGLLLLLKHPEVTAKVQEEIDHVIGRHRSPCMQDRSHMPYTDAVVHEIQRYSDLVPTGVPHAVTTDTKFRNYLIPKGTTIMALLTSVLHDDKEFPNPNIFDPGHFLDKNGNFKKSDYFMPFSAGKRICAGEGLARMELFLFLTTILQNFNLKSVDDLKNLNTTAVTKGIVSLPPSYQICFIPV. The pIC50 is 4.5. The compound is O=c1[nH]c2ccccc2n1C1CCN(CCCC(c2ccc(F)cc2)c2ccc(F)cc2)CC1. (6) The drug is CCc1ccccc1NC(=O)NNC(=O)c1ccc2ccccc2c1O. The target protein (P02769) has sequence MKWVTFISLLLLFSSAYSRGVFRRDTHKSEIAHRFKDLGEEHFKGLVLIAFSQYLQQCPFDEHVKLVNELTEFAKTCVADESHAGCEKSLHTLFGDELCKVASLRETYGDMADCCEKQEPERNECFLSHKDDSPDLPKLKPDPNTLCDEFKADEKKFWGKYLYEIARRHPYFYAPELLYYANKYNGVFQECCQAEDKGACLLPKIETMREKVLASSARQRLRCASIQKFGERALKAWSVARLSQKFPKAEFVEVTKLVTDLTKVHKECCHGDLLECADDRADLAKYICDNQDTISSKLKECCDKPLLEKSHCIAEVEKDAIPENLPPLTADFAEDKDVCKNYQEAKDAFLGSFLYEYSRRHPEYAVSVLLRLAKEYEATLEECCAKDDPHACYSTVFDKLKHLVDEPQNLIKQNCDQFEKLGEYGFQNALIVRYTRKVPQVSTPTLVEVSRSLGKVGTRCCTKPESERMPCTEDYLSLILNRLCVLHEKTPVSEKVTKCC.... The pIC50 is 4.0. (7) The small molecule is Oc1c2c(nn1-c1ccc(Cl)cc1)CC(c1ccccc1)S2. The target protein (P0A091) has sequence MLNYTGLENKNVLVVGLAKSGYEAAKLLSKLGANVTVNDGKDLSQDAHAKDLESMGISVVSGSHPLTLLDNNPIIVKNPGIPYTVSIIDEAVKRGLKILTEVELSYLISEAPIIAVTGTNGKTTVTSLIGDMFKKSRLTGRLSGNIGYVASKVAQEVKPTDYLVTELSSFQLLGIEKYKPHIAIITNIYSAHLDYHENLENYQNAKKQIYKNQTEEDYLICNYHQRQVIESEELKAKTLYFSTQQEVDGIYIKDGFIVYKGVRIINTEDLVLPGEHNLENILAAVLACILAGVPIKAIIDSLTTFSGIEHRLQYVGTNRTNKYYNDSKATNTLATQFALNSFNQPIIWLCGGLDRGNEFDELIPYMENVRAMVVFGQTKAKFAKLGNSQGKSVIEANNVEDAVDKVQDIIEPNDVVLLSPACASWDQYSTFEERGEKFIERFRAHLPSY. The pIC50 is 4.1.